This data is from Full USPTO retrosynthesis dataset with 1.9M reactions from patents (1976-2016). The task is: Predict the reactants needed to synthesize the given product. (1) Given the product [CH2:1]([C:3]1[CH:9]=[CH:8][C:6]([NH:7][C:17](=[O:19])[CH3:18])=[CH:5][CH:4]=1)[CH3:2], predict the reactants needed to synthesize it. The reactants are: [CH2:1]([C:3]1[CH:9]=[CH:8][C:6]([NH2:7])=[CH:5][CH:4]=1)[CH3:2].C(N(CC)CC)C.[C:17](OC(=O)C)(=[O:19])[CH3:18]. (2) Given the product [F:13][C:8]([F:14])([C:5]1[CH:6]=[CH:7][N:3]([CH2:2][C:19]([CH2:18][CH2:17][C:16]([F:15])([F:24])[F:25])([C:20]#[N:21])[C:22]#[N:23])[N:4]=1)[C:9]([F:12])([F:11])[F:10], predict the reactants needed to synthesize it. The reactants are: Cl[CH2:2][N:3]1[CH:7]=[CH:6][C:5]([C:8]([F:14])([F:13])[C:9]([F:12])([F:11])[F:10])=[N:4]1.[F:15][C:16]([F:25])([F:24])[CH2:17][CH2:18][CH:19]([C:22]#[N:23])[C:20]#[N:21].C(=O)([O-])[O-].[K+].[K+].O. (3) The reactants are: [F:1][C:2]1[CH:8]=[C:7]([C:9]([F:21])([F:20])[C:10]([F:19])([F:18])[C:11]([F:17])([F:16])[C:12]([F:15])([F:14])[F:13])[CH:6]=[CH:5][C:3]=1[NH2:4].Cl[C:23]1[C:28]([C:29]([O:31][CH2:32][CH3:33])=[O:30])=[CH:27][N:26]=[C:25]([Cl:34])[CH:24]=1.Cl. Given the product [Cl:34][C:25]1[CH:24]=[C:23]([NH:4][C:3]2[CH:5]=[CH:6][C:7]([C:9]([F:20])([F:21])[C:10]([F:18])([F:19])[C:11]([F:16])([F:17])[C:12]([F:14])([F:15])[F:13])=[CH:8][C:2]=2[F:1])[C:28]([C:29]([O:31][CH2:32][CH3:33])=[O:30])=[CH:27][N:26]=1, predict the reactants needed to synthesize it. (4) Given the product [CH2:11]([C:8]1[N:7]=[C:6]2[C:13]([NH2:14])=[N:1][CH2:4][C:5]2=[CH:10][CH:9]=1)[CH3:12], predict the reactants needed to synthesize it. The reactants are: [N:1]([CH2:4][C:5]1[C:6]([C:13]#[N:14])=[N:7][C:8]([CH2:11][CH3:12])=[CH:9][CH:10]=1)=[N+]=[N-].C1(P(C2C=CC=CC=2)C2C=CC=CC=2)C=CC=CC=1.